From a dataset of Full USPTO retrosynthesis dataset with 1.9M reactions from patents (1976-2016). Predict the reactants needed to synthesize the given product. (1) Given the product [F:7][C:8]1[CH:18]=[CH:17][C:11]([O:3][CH2:2][C:1]([Cl:6])=[O:5])=[CH:10][CH:9]=1, predict the reactants needed to synthesize it. The reactants are: [C:1]([Cl:6])(=[O:5])[C:2](Cl)=[O:3].[F:7][C:8]1[CH:18]=[CH:17][C:11](OCC(O)=O)=[CH:10][CH:9]=1. (2) The reactants are: [CH:1]1([N:6]2[CH2:11][CH2:10][N:9]([C:12]([C:14]3[CH:15]=[C:16]4[C:20](=[CH:21][CH:22]=3)[NH:19][C:18]([C:23](O)=[O:24])=[CH:17]4)=[O:13])[CH2:8][CH2:7]2)[CH2:5][CH2:4][CH2:3][CH2:2]1.C1(N2CCN(C(C3C=C4C(=CC=3)NC(C(N3CCS(=O)(=O)CC3)=O)=C4)=O)CC2)CCCC1.F[B-](F)(F)F.N1(OC(N(C)C)=[N+](C)C)C2C=CC=CC=2N=N1.[F:80][C:81]1[CH:88]=[CH:87][C:84]([NH:85][CH3:86])=[CH:83][CH:82]=1.C(N(CC)C(C)C)(C)C. Given the product [F:80][C:81]1[CH:88]=[CH:87][C:84]([N:85]([CH3:86])[C:23]([C:18]2[NH:19][C:20]3[C:16]([CH:17]=2)=[CH:15][C:14]([C:12]([N:9]2[CH2:10][CH2:11][N:6]([CH:1]4[CH2:5][CH2:4][CH2:3][CH2:2]4)[CH2:7][CH2:8]2)=[O:13])=[CH:22][CH:21]=3)=[O:24])=[CH:83][CH:82]=1, predict the reactants needed to synthesize it. (3) Given the product [F:1][C:2]1[CH:12]=[CH:11][CH:10]=[C:9]([F:13])[C:3]=1[C:4]1[C:6](=[O:7])[O:8][C:25]([OH:27])([CH3:26])[C:24]=1[C:18]1[CH:23]=[CH:22][CH:21]=[CH:20][CH:19]=1, predict the reactants needed to synthesize it. The reactants are: [F:1][C:2]1[CH:12]=[CH:11][CH:10]=[C:9]([F:13])[C:3]=1[C:4]([C:6]([OH:8])=[O:7])=O.B(Cl)(Cl)Cl.[C:18]1([CH2:24][C:25](=[O:27])[CH3:26])[CH:23]=[CH:22][CH:21]=[CH:20][CH:19]=1.Cl. (4) Given the product [F:32][C:29]1[CH:30]=[CH:31][C:26]([C:23]2[N:22]=[C:21]([C:16]3[CH:15]=[C:14]([C:12]4[NH:13][N:11]=[N:10][N:9]=4)[CH:19]=[C:18]([F:20])[CH:17]=3)[O:25][N:24]=2)=[N:27][CH:28]=1, predict the reactants needed to synthesize it. The reactants are: C[Al](C)C.C[Si]([N:9]=[N+:10]=[N-:11])(C)C.[C:12]([C:14]1[CH:15]=[C:16]([C:21]2[O:25][N:24]=[C:23]([C:26]3[CH:31]=[CH:30][C:29]([F:32])=[CH:28][N:27]=3)[N:22]=2)[CH:17]=[C:18]([F:20])[CH:19]=1)#[N:13]. (5) Given the product [N:1]([CH2:10][CH:9]([OH:11])[C:8]([CH3:13])([CH3:12])[CH3:7])=[N+:2]=[N-:3], predict the reactants needed to synthesize it. The reactants are: [N-:1]=[N+:2]=[N-:3].[Na+].[Cl-].[NH4+].[CH3:7][C:8]([CH3:13])([CH3:12])[CH:9]1[O:11][CH2:10]1. (6) Given the product [Cl:15][C:10]1[CH:11]=[CH:12][CH:13]=[CH:14][C:9]=1[CH2:8][CH:3]([C:2](=[O:1])[CH3:6])[C:4]#[N:5], predict the reactants needed to synthesize it. The reactants are: [O:1]=[C:2]([CH3:6])[CH2:3][C:4]#[N:5].Br[CH2:8][C:9]1[CH:14]=[CH:13][CH:12]=[CH:11][C:10]=1[Cl:15].